Task: Binary Classification. Given a drug SMILES string, predict its activity (active/inactive) in a high-throughput screening assay against a specified biological target.. Dataset: HIV replication inhibition screening data with 41,000+ compounds from the AIDS Antiviral Screen The drug is Cc1cc(=O)n(-c2ccccc2)c(=O)n1-c1nc2ccccc2[nH]1. The result is 0 (inactive).